From a dataset of Drug-target binding data from BindingDB using Ki measurements. Regression. Given a target protein amino acid sequence and a drug SMILES string, predict the binding affinity score between them. We predict pKi (pKi = -log10(Ki in M); higher means stronger inhibition). Dataset: bindingdb_ki. The target protein (P0CS13) has sequence MTATIDDQEKNQRSNPDHEEYQYLDLIRRIINVGEVRPDRTGTGTVALFAPPSFRFSLADNTLPLLTTKRVFLRGVIAELLWFVSGCTDAKMLSSQGVGIWDGNGSKEFLEKVGLGHRREGDLGPVYGFQWRHFGAEYTDADGDYKGKGVDQLQRVIDTIKNNPTDRRIILSAWNPKDLPLMALPPCHMFCQFFVSLPPADSPGSKPKLSCLMYQRSCDLGLGVPFNIASYALLTHMIALITDTEPHEFILQMGDAHVYRDHVEPLKTQLEREPRDFPKLKWARSKEEIGDIDGFKVEDFVVEGYKPWGKIDMKMSA. The drug is O=C1OC(c2ccc(O)c(I)c2)(c2ccc(O)c(I)c2)c2cccc3cccc1c23. The pKi is 4.8.